Task: Predict the reactants needed to synthesize the given product.. Dataset: Full USPTO retrosynthesis dataset with 1.9M reactions from patents (1976-2016) (1) Given the product [F:1][C:2]1[CH:23]=[CH:22][CH:21]=[C:20]([F:24])[C:3]=1[C:4]([NH:6][C:7]1[C:8]([CH:18]=[O:19])=[N:9][N:10]([CH:12]2[CH2:17][CH2:16][CH2:15][CH2:14][O:13]2)[CH:11]=1)=[O:5], predict the reactants needed to synthesize it. The reactants are: [F:1][C:2]1[CH:23]=[CH:22][CH:21]=[C:20]([F:24])[C:3]=1[C:4]([NH:6][C:7]1[C:8]([CH2:18][OH:19])=[N:9][N:10]([CH:12]2[CH2:17][CH2:16][CH2:15][CH2:14][O:13]2)[CH:11]=1)=[O:5]. (2) The reactants are: [Sn](Cl)Cl.[Cl:4][C:5]1[CH:10]=[C:9]([Cl:11])[CH:8]=[CH:7][C:6]=1[S:12]([N:15]1[CH2:20][CH:19]([NH:21][C:22]([CH:24]2[CH2:28][CH2:27][CH2:26][CH2:25]2)=[O:23])[C:18](=[O:29])[N:17]2[CH:30]([CH2:38][C:39]3[CH:44]=[CH:43][C:42]([N+:45]([O-])=O)=[CH:41][CH:40]=3)[C:31](=[O:37])[N:32]([CH:34]([CH3:36])[CH3:35])[CH2:33][CH:16]12)(=[O:14])=[O:13]. Given the product [NH2:45][C:42]1[CH:43]=[CH:44][C:39]([CH2:38][CH:30]2[N:17]3[C:18](=[O:29])[CH:19]([NH:21][C:22]([CH:24]4[CH2:28][CH2:27][CH2:26][CH2:25]4)=[O:23])[CH2:20][N:15]([S:12]([C:6]4[CH:7]=[CH:8][C:9]([Cl:11])=[CH:10][C:5]=4[Cl:4])(=[O:13])=[O:14])[CH:16]3[CH2:33][N:32]([CH:34]([CH3:35])[CH3:36])[C:31]2=[O:37])=[CH:40][CH:41]=1, predict the reactants needed to synthesize it. (3) The reactants are: N[C:2]1[N:10]=[C:9]([C:11]2[C:19]3[C:14](=[N:15][CH:16]=[C:17]([F:20])[CH:18]=3)[N:13]([CH2:21][C:22]3[CH:27]=[CH:26][CH:25]=[CH:24][C:23]=3[F:28])[N:12]=2)[N:8]=[C:7]2[C:3]=1[N:4]([CH2:30][C:31]([F:34])([F:33])[F:32])[C:5](=[O:29])[NH:6]2.N(OCCC(C)C)=O.C(#N)C.O.C(O)=O.[I:50]CI. Given the product [F:20][C:17]1[CH:18]=[C:19]2[C:11]([C:9]3[N:8]=[C:7]4[C:3]([N:4]([CH2:30][C:31]([F:33])([F:34])[F:32])[C:5](=[O:29])[NH:6]4)=[C:2]([I:50])[N:10]=3)=[N:12][N:13]([CH2:21][C:22]3[CH:27]=[CH:26][CH:25]=[CH:24][C:23]=3[F:28])[C:14]2=[N:15][CH:16]=1, predict the reactants needed to synthesize it. (4) The reactants are: [Br:1][C:2]1[CH:7]=[CH:6][C:5]([C:8]2(O)[CH2:12][CH2:11][CH2:10][CH2:9]2)=[CH:4][CH:3]=1.C1(C)C=CC(S(O)(=O)=O)=CC=1. Given the product [Br:1][C:2]1[CH:7]=[CH:6][C:5]([C:8]2[CH2:12][CH2:11][CH2:10][CH:9]=2)=[CH:4][CH:3]=1, predict the reactants needed to synthesize it. (5) Given the product [CH2:49]([O:48][C:46]([NH:25][S:22]([C:14]1[S:15][C:16]([CH2:18][CH:19]([CH3:20])[CH3:21])=[CH:17][C:13]=1[C:9]1[CH:10]=[CH:11][CH:12]=[C:7]([CH2:6][N:1]2[CH:5]=[CH:4][N:3]=[CH:2]2)[CH:8]=1)(=[O:23])=[O:24])=[O:47])[CH2:50][CH2:51][CH3:52], predict the reactants needed to synthesize it. The reactants are: [N:1]1([CH2:6][C:7]2[CH:8]=[C:9]([C:13]3[CH:17]=[C:16]([CH2:18][CH:19]([CH3:21])[CH3:20])[S:15][C:14]=3[S:22]([NH:25]C(C)(C)C)(=[O:24])=[O:23])[CH:10]=[CH:11][CH:12]=2)[CH:5]=[CH:4][N:3]=[CH:2]1.B(Cl)(Cl)Cl.N1(C2C=CC=CN=2)CCCC1.Cl[C:46]([O:48][CH2:49][CH2:50][CH2:51][CH3:52])=[O:47].C(O)(=O)CC(CC(O)=O)(C(O)=O)O. (6) Given the product [Cl:38][C:22]1[C:23]([NH:25][C:26]2[C:31]([O:32][CH3:33])=[N:30][C:29]([P:34]([CH3:36])([CH3:37])=[O:35])=[CH:28][N:27]=2)=[N:24][C:19]([NH:18][CH2:16][C:49]2[O:50][C:46]([N:43]3[CH2:44][CH2:45][N:40]([CH3:39])[CH2:41][CH2:42]3)=[N:47][N:48]=2)=[N:20][CH:21]=1, predict the reactants needed to synthesize it. The reactants are: N1(C2CCN(C3S[C:16]([NH:18][C:19]4[N:24]=[C:23]([NH:25][C:26]5[C:31]([O:32][CH3:33])=[N:30][C:29]([P:34]([CH3:37])([CH3:36])=[O:35])=[CH:28][N:27]=5)[C:22]([Cl:38])=[CH:21][N:20]=4)=NN=3)CC2)CCCCC1.[CH3:39][N:40]1[CH2:45][CH2:44][N:43]([C:46]2[O:50][C:49](CN)=[N:48][N:47]=2)[CH2:42][CH2:41]1. (7) Given the product [CH2:1]([O:8][C:9]1[CH:10]=[CH:11][C:12]([C:15]2[N:26]=[CH:27][O:35][C:28]=2[C:29]2[CH:34]=[CH:33][N:32]=[CH:31][CH:30]=2)=[CH:13][CH:14]=1)[C:2]1[CH:3]=[CH:4][CH:5]=[CH:6][CH:7]=1, predict the reactants needed to synthesize it. The reactants are: [CH2:1]([O:8][C:9]1[CH:14]=[CH:13][C:12]([CH:15]([N+:26]#[C-:27])S(C2C=CC(C)=CC=2)(=O)=O)=[CH:11][CH:10]=1)[C:2]1[CH:7]=[CH:6][CH:5]=[CH:4][CH:3]=1.[CH:28](=[O:35])[C:29]1[CH:34]=[CH:33][N:32]=[CH:31][CH:30]=1.C([O-])([O-])=O.[K+].[K+].